From a dataset of Reaction yield outcomes from USPTO patents with 853,638 reactions. Predict the reaction yield, written as a fraction of the theoretical maximum amount of product (1.0 means a 100% yield; for example, 0.34 means a 34% yield). (1) The reactants are [F:1][C:2]1[CH:7]=[CH:6][C:5]([CH:8]2[C:16]3[C:11](=[CH:12][C:13]([CH2:17][OH:18])=[CH:14][CH:15]=3)[CH2:10][O:9]2)=[CH:4][CH:3]=1. The catalyst is C1(C)C=CC=CC=1.[O-2].[O-2].[Mn+4]. The product is [F:1][C:2]1[CH:7]=[CH:6][C:5]([CH:8]2[C:16]3[C:11](=[CH:12][C:13]([CH:17]=[O:18])=[CH:14][CH:15]=3)[CH2:10][O:9]2)=[CH:4][CH:3]=1. The yield is 0.880. (2) The reactants are Br[C:2]1[CH:3]=[C:4]([C:8]2([C:18]3[CH:23]=[CH:22][N:21]=[C:20]([C:24]([F:27])([F:26])[F:25])[CH:19]=3)[C:16]3[C:11](=[N:12][CH:13]=[CH:14][CH:15]=3)[C:10]([NH2:17])=[N:9]2)[CH:5]=[CH:6][CH:7]=1.[N:28]1[CH:33]=[CH:32][CH:31]=[C:30](B(O)O)[CH:29]=1. No catalyst specified. The product is [N:28]1[CH:33]=[CH:32][CH:31]=[C:30]([C:2]2[CH:3]=[C:4]([C:8]3([C:18]4[CH:23]=[CH:22][N:21]=[C:20]([C:24]([F:27])([F:25])[F:26])[CH:19]=4)[C:16]4[C:11](=[N:12][CH:13]=[CH:14][CH:15]=4)[C:10]([NH2:17])=[N:9]3)[CH:5]=[CH:6][CH:7]=2)[CH:29]=1. The yield is 0.530. (3) The reactants are [H-].[Al+3].[Li+].[H-].[H-].[H-].[C:7]([O:11][C:12]([N:14]([CH2:33][C:34]1[CH:39]=[CH:38][C:37]([F:40])=[CH:36][C:35]=1[CH3:41])[C:15]1[N:16]=[CH:17][CH:18]=[C:19]2[C:23]([CH3:24])=[C:22]([C:25](OCC)=[O:26])[N:21]([CH2:30][CH2:31][CH3:32])[C:20]=12)=[O:13])([CH3:10])([CH3:9])[CH3:8].[OH-].[Na+]. The catalyst is O1CCCC1. The product is [F:40][C:37]1[CH:38]=[CH:39][C:34]([CH2:33][N:14]([C:15]2[N:16]=[CH:17][CH:18]=[C:19]3[C:23]([CH3:24])=[C:22]([CH2:25][OH:26])[N:21]([CH2:30][CH2:31][CH3:32])[C:20]=23)[C:12](=[O:13])[O:11][C:7]([CH3:8])([CH3:10])[CH3:9])=[C:35]([CH3:41])[CH:36]=1. The yield is 0.710. (4) The reactants are [NH2:1][C:2]1[N:3]=[C:4]([CH3:21])[C:5]2[C:11](=S)[NH:10][C@@H:9]([C:13]3[CH:18]=[CH:17][C:16]([F:19])=[CH:15][C:14]=3[Br:20])[CH2:8][C:6]=2[N:7]=1.[CH3:22][C:23]1([CH3:31])[O:27][C@@H:26]([CH2:28][O:29][NH2:30])[CH2:25][O:24]1. The catalyst is O1CCOCC1. The product is [CH3:22][C:23]1([CH3:31])[O:27][C@@H:26]([CH2:28][O:29]/[N:30]=[C:11]2\[NH:10][C@@H:9]([C:13]3[CH:18]=[CH:17][C:16]([F:19])=[CH:15][C:14]=3[Br:20])[CH2:8][C:6]3[N:7]=[C:2]([NH2:1])[N:3]=[C:4]([CH3:21])[C:5]\2=3)[CH2:25][O:24]1. The yield is 0.300. (5) The catalyst is CC#N. The yield is 0.970. The reactants are [CH3:1][C:2]1[C:3]([CH2:9][NH:10][S:11]([C:14]2[CH:19]=[CH:18][CH:17]=[CH:16][C:15]=2[N+:20]([O-:22])=[O:21])(=[O:13])=[O:12])=[N:4][CH:5]=[C:6]([CH3:8])[CH:7]=1.[CH3:23][O:24][C:25](=[O:36])[C:26]1[CH:31]=[C:30]([C:32]#[N:33])[CH:29]=[CH:28][C:27]=1[CH2:34]Br.C([O-])([O-])=O.[K+].[K+]. The product is [CH3:23][O:24][C:25](=[O:36])[C:26]1[CH:31]=[C:30]([C:32]#[N:33])[CH:29]=[CH:28][C:27]=1[CH2:34][N:10]([CH2:9][C:3]1[C:2]([CH3:1])=[CH:7][C:6]([CH3:8])=[CH:5][N:4]=1)[S:11]([C:14]1[CH:19]=[CH:18][CH:17]=[CH:16][C:15]=1[N+:20]([O-:22])=[O:21])(=[O:12])=[O:13].